Regression. Given two drug SMILES strings and cell line genomic features, predict the synergy score measuring deviation from expected non-interaction effect. From a dataset of NCI-60 drug combinations with 297,098 pairs across 59 cell lines. (1) Drug 1: CS(=O)(=O)C1=CC(=C(C=C1)C(=O)NC2=CC(=C(C=C2)Cl)C3=CC=CC=N3)Cl. Cell line: SF-539. Synergy scores: CSS=43.7, Synergy_ZIP=6.94, Synergy_Bliss=8.42, Synergy_Loewe=-8.51, Synergy_HSA=9.42. Drug 2: CCC1=CC2CC(C3=C(CN(C2)C1)C4=CC=CC=C4N3)(C5=C(C=C6C(=C5)C78CCN9C7C(C=CC9)(C(C(C8N6C)(C(=O)OC)O)OC(=O)C)CC)OC)C(=O)OC.C(C(C(=O)O)O)(C(=O)O)O. (2) Drug 1: CN1C(=O)N2C=NC(=C2N=N1)C(=O)N. Drug 2: C1=NNC2=C1C(=O)NC=N2. Cell line: HL-60(TB). Synergy scores: CSS=24.2, Synergy_ZIP=-3.17, Synergy_Bliss=-2.69, Synergy_Loewe=-6.82, Synergy_HSA=-2.48. (3) Drug 1: CCC1=CC2CC(C3=C(CN(C2)C1)C4=CC=CC=C4N3)(C5=C(C=C6C(=C5)C78CCN9C7C(C=CC9)(C(C(C8N6C)(C(=O)OC)O)OC(=O)C)CC)OC)C(=O)OC.C(C(C(=O)O)O)(C(=O)O)O. Drug 2: C1=CC(=C2C(=C1NCCNCCO)C(=O)C3=C(C=CC(=C3C2=O)O)O)NCCNCCO. Cell line: LOX IMVI. Synergy scores: CSS=53.6, Synergy_ZIP=1.76, Synergy_Bliss=-0.514, Synergy_Loewe=4.17, Synergy_HSA=6.52. (4) Drug 1: C1CCN(CC1)CCOC2=CC=C(C=C2)C(=O)C3=C(SC4=C3C=CC(=C4)O)C5=CC=C(C=C5)O. Drug 2: CCC1(CC2CC(C3=C(CCN(C2)C1)C4=CC=CC=C4N3)(C5=C(C=C6C(=C5)C78CCN9C7C(C=CC9)(C(C(C8N6C)(C(=O)OC)O)OC(=O)C)CC)OC)C(=O)OC)O.OS(=O)(=O)O. Cell line: SF-539. Synergy scores: CSS=64.0, Synergy_ZIP=0.345, Synergy_Bliss=2.21, Synergy_Loewe=-44.5, Synergy_HSA=3.43. (5) Drug 1: C1CN1P(=S)(N2CC2)N3CC3. Drug 2: CC12CCC3C(C1CCC2O)C(CC4=C3C=CC(=C4)O)CCCCCCCCCS(=O)CCCC(C(F)(F)F)(F)F. Cell line: IGROV1. Synergy scores: CSS=7.17, Synergy_ZIP=-1.42, Synergy_Bliss=0.541, Synergy_Loewe=-7.61, Synergy_HSA=0.174. (6) Drug 1: CN(C)N=NC1=C(NC=N1)C(=O)N. Drug 2: C1=NC(=NC(=O)N1C2C(C(C(O2)CO)O)O)N. Synergy scores: CSS=3.17, Synergy_ZIP=0.455, Synergy_Bliss=4.40, Synergy_Loewe=-4.63, Synergy_HSA=0.822. Cell line: HOP-62. (7) Drug 1: C(=O)(N)NO. Drug 2: CN1C2=C(C=C(C=C2)N(CCCl)CCCl)N=C1CCCC(=O)O.Cl. Cell line: RPMI-8226. Synergy scores: CSS=3.49, Synergy_ZIP=-4.17, Synergy_Bliss=-3.09, Synergy_Loewe=-2.19, Synergy_HSA=-2.22. (8) Drug 1: CC12CCC(CC1=CCC3C2CCC4(C3CC=C4C5=CN=CC=C5)C)O. Drug 2: C1=CC(=CC=C1CCC2=CNC3=C2C(=O)NC(=N3)N)C(=O)NC(CCC(=O)O)C(=O)O. Synergy scores: CSS=33.4, Synergy_ZIP=1.83, Synergy_Bliss=4.95, Synergy_Loewe=-10.5, Synergy_HSA=5.77. Cell line: SNB-19.